Dataset: Forward reaction prediction with 1.9M reactions from USPTO patents (1976-2016). Task: Predict the product of the given reaction. Given the reactants [Cl:1][C:2]1[CH:3]=[C:4]([NH:8][C:9]2[CH:14]=[C:13]([NH:15][CH:16]3[CH2:21][CH2:20][N:19](C(OC(C)(C)C)=O)[CH2:18][CH2:17]3)[N:12]3[N:29]=[CH:30][C:31]([CH:32]=[C:33]4[C:37](=[O:38])[NH:36][C:35](=[O:39])[NH:34]4)=[C:11]3[N:10]=2)[CH:5]=[CH:6][CH:7]=1, predict the reaction product. The product is: [Cl:1][C:2]1[CH:3]=[C:4]([NH:8][C:9]2[CH:14]=[C:13]([NH:15][CH:16]3[CH2:21][CH2:20][NH:19][CH2:18][CH2:17]3)[N:12]3[N:29]=[CH:30][C:31]([CH:32]=[C:33]4[NH:34][C:35](=[O:39])[NH:36][C:37]4=[O:38])=[C:11]3[N:10]=2)[CH:5]=[CH:6][CH:7]=1.